This data is from hERG potassium channel inhibition data for cardiac toxicity prediction from Karim et al.. The task is: Regression/Classification. Given a drug SMILES string, predict its toxicity properties. Task type varies by dataset: regression for continuous values (e.g., LD50, hERG inhibition percentage) or binary classification for toxic/non-toxic outcomes (e.g., AMES mutagenicity, cardiotoxicity, hepatotoxicity). Dataset: herg_karim. (1) The molecule is CC(C)C(=O)N[C@H]1CCc2cc(CCN3CCN(c4nsc5ccccc45)CC3)ccc21. The result is 1 (blocker). (2) The molecule is C[C@H]1c2c([nH]c3ccc(C(F)(F)F)cc23)C[C@H]2CCN(CCCC3(C(=O)O)CCOCC3)C[C@@H]21. The result is 1 (blocker). (3) The molecule is Cc1c(O)cccc1C(=O)N[C@H](CSc1ccccc1)[C@H](O)CN1C[C@H]2CCCC[C@@H]2C[C@@H]1C(=O)NC(C)(C)C. The result is 0 (non-blocker). (4) The drug is CN(C1CCc2c(c3ccccc3n2CC(=O)O)C1)S(=O)(=O)c1ccc(F)cc1. The result is 0 (non-blocker). (5) The compound is N#Cc1ccc(Cn2cncc2CN(Cc2cccnc2)[C@H]2CCN(Cc3ccccc3)C2=O)cc1. The result is 1 (blocker).